This data is from Full USPTO retrosynthesis dataset with 1.9M reactions from patents (1976-2016). The task is: Predict the reactants needed to synthesize the given product. The reactants are: [F:1][C:2]1[CH:7]=[C:6]([S:8]([C:11]2[CH:16]=[CH:15][CH:14]=[C:13]([Cl:17])[CH:12]=2)(=[O:10])=[O:9])[CH:5]=[CH:4][C:3]=1[C:18]1[CH:23]=[C:22]([F:24])[CH:21]=[CH:20][C:19]=1[O:25]C.B(Br)(Br)Br. Given the product [Cl:17][C:13]1[CH:12]=[C:11]([S:8]([C:6]2[CH:5]=[CH:4][C:3]([C:18]3[C:19]([OH:25])=[CH:20][CH:21]=[C:22]([F:24])[CH:23]=3)=[C:2]([F:1])[CH:7]=2)(=[O:10])=[O:9])[CH:16]=[CH:15][CH:14]=1, predict the reactants needed to synthesize it.